The task is: Predict the product of the given reaction.. This data is from Forward reaction prediction with 1.9M reactions from USPTO patents (1976-2016). Given the reactants [CH3:1][C:2]1[CH:3]=[N:4][N:5]([C:7]2[C:8](=[O:33])[NH:9][C:10](=[O:32])[N:11]([CH2:13][CH2:14][CH2:15][N:16]3[CH2:21][C@H:20]4[C@:18]([C:22]5[CH:27]=[CH:26][C:25]([C:28]([F:31])([F:30])[F:29])=[CH:24][CH:23]=5)([CH2:19]4)[CH2:17]3)[CH:12]=2)[CH:6]=1.[ClH:34], predict the reaction product. The product is: [ClH:34].[ClH:34].[CH3:1][C:2]1[CH:3]=[N:4][N:5]([C:7]2[C:8](=[O:33])[NH:9][C:10](=[O:32])[N:11]([CH2:13][CH2:14][CH2:15][N:16]3[CH2:21][C@H:20]4[C@:18]([C:22]5[CH:27]=[CH:26][C:25]([C:28]([F:31])([F:30])[F:29])=[CH:24][CH:23]=5)([CH2:19]4)[CH2:17]3)[CH:12]=2)[CH:6]=1.